This data is from Full USPTO retrosynthesis dataset with 1.9M reactions from patents (1976-2016). The task is: Predict the reactants needed to synthesize the given product. (1) The reactants are: Cl[C:2]1[N:7]=[C:6]([NH:8][C:9]2[CH:14]=[CH:13][C:12]3[O:15][CH2:16][CH2:17][O:18][C:11]=3[CH:10]=2)[C:5]([F:19])=[CH:4][N:3]=1.[OH:20][CH:21]([CH2:31][OH:32])[CH2:22][O:23][C:24]1[CH:30]=[CH:29][C:27]([NH2:28])=[CH:26][CH:25]=1. Given the product [OH:20][CH:21]([CH2:31][OH:32])[CH2:22][O:23][C:24]1[CH:30]=[CH:29][C:27]([NH:28][C:2]2[N:7]=[C:6]([NH:8][C:9]3[CH:14]=[CH:13][C:12]4[O:15][CH2:16][CH2:17][O:18][C:11]=4[CH:10]=3)[C:5]([F:19])=[CH:4][N:3]=2)=[CH:26][CH:25]=1, predict the reactants needed to synthesize it. (2) Given the product [OH:25][C:22]1[CH:23]=[CH:24][C:19]([C:10]2[CH:11]([C:15]([F:18])([F:16])[F:17])[O:12][C:13]3[C:8]([CH:9]=2)=[CH:7][CH:6]=[C:5]([OH:4])[CH:14]=3)=[CH:20][CH:21]=1, predict the reactants needed to synthesize it. The reactants are: C([O:4][C:5]1[CH:14]=[C:13]2[C:8]([CH:9]=[C:10]([C:19]3[CH:24]=[CH:23][C:22]([O:25]C(=O)C)=[CH:21][CH:20]=3)[CH:11]([C:15]([F:18])([F:17])[F:16])[O:12]2)=[CH:7][CH:6]=1)(=O)C.C(O)(=O)C.O. (3) Given the product [CH:53]1([C@H:49]([NH:48][C:46](=[O:47])[O:45][C:41]([CH3:43])([CH3:42])[CH3:44])[C:50]([NH:1][C@H:2]([C:3]([N:5]2[C@H:16]([C:17](=[O:18])[NH:19][C@:20]3([C:25](=[O:36])[NH:26][S:27]([C:30]4([CH2:33][CH2:34][CH3:35])[CH2:32][CH2:31]4)(=[O:29])=[O:28])[CH2:22][C@H:21]3[CH:23]=[CH2:24])[CH2:15][C@:7]3([C:12]([CH3:14])([CH3:13])[C:8]43[CH2:11][CH2:10][CH2:9]4)[CH2:6]2)=[O:4])[C:37]([CH3:39])([CH3:38])[CH3:40])=[O:51])[CH2:54][CH2:55][CH2:56][CH2:57][CH2:58]1, predict the reactants needed to synthesize it. The reactants are: [NH2:1][C@@H:2]([C:37]([CH3:40])([CH3:39])[CH3:38])[C:3]([N:5]1[C@H:16]([C:17]([NH:19][C@:20]2([C:25](=[O:36])[NH:26][S:27]([C:30]3([CH2:33][CH2:34][CH3:35])[CH2:32][CH2:31]3)(=[O:29])=[O:28])[CH2:22][C@H:21]2[CH:23]=[CH2:24])=[O:18])[CH2:15][C@:7]2([C:12]([CH3:14])([CH3:13])[C:8]32[CH2:11][CH2:10][CH2:9]3)[CH2:6]1)=[O:4].[C:41]([O:45][C:46]([NH:48][C@@H:49]([CH:53]1[CH2:58][CH2:57][CH2:56][CH2:55][CH2:54]1)[C:50](O)=[O:51])=[O:47])([CH3:44])([CH3:43])[CH3:42].CN(C(ON1N=NC2C=CC=NC1=2)=[N+](C)C)C.F[P-](F)(F)(F)(F)F.CCN(C(C)C)C(C)C. (4) Given the product [Br:21][C:22]1[CH:23]=[C:24]2[C:35]3([CH2:40][CH2:39][S:38][C:37]([NH:41][C:14](=[O:15])[O:16][C:17]([CH3:18])([CH3:19])[CH3:20])=[N:36]3)[C:34]3[C:29](=[CH:30][CH:31]=[C:32]([I:42])[CH:33]=3)[O:28][C:25]2=[N:26][CH:27]=1, predict the reactants needed to synthesize it. The reactants are: C([O-])(O)=O.[Na+].[CH3:18][C:17]([O:16][C:14](O[C:14]([O:16][C:17]([CH3:20])([CH3:19])[CH3:18])=[O:15])=[O:15])([CH3:20])[CH3:19].[Br:21][C:22]1[CH:23]=[C:24]2[C:35]3([CH2:40][CH2:39][S:38][C:37]([NH2:41])=[N:36]3)[C:34]3[C:29](=[CH:30][CH:31]=[C:32]([I:42])[CH:33]=3)[O:28][C:25]2=[N:26][CH:27]=1. (5) Given the product [CH3:35][C:32]1[S:31][C:30]([C:9]2[C:10]([O:14][C:15]3[CH:29]=[CH:28][C:18]([O:19][CH2:20][CH2:21][N:22]4[CH2:27][CH2:26][CH2:25][CH2:24][CH2:23]4)=[CH:17][CH:16]=3)=[C:11]3[C:6](=[CH:7][CH:8]=2)[CH:5]=[C:4]([OH:3])[CH:13]=[CH:12]3)=[CH:34][CH:33]=1, predict the reactants needed to synthesize it. The reactants are: Cl.C[O:3][C:4]1[CH:5]=[C:6]2[C:11](=[CH:12][CH:13]=1)[C:10]([O:14][C:15]1[CH:29]=[CH:28][C:18]([O:19][CH2:20][CH2:21][N:22]3[CH2:27][CH2:26][CH2:25][CH2:24][CH2:23]3)=[CH:17][CH:16]=1)=[C:9]([C:30]1[S:31][C:32]([CH3:35])=[CH:33][CH:34]=1)[CH:8]=[CH:7]2.B(Br)(Br)Br.Cl. (6) Given the product [CH2:1]([O:3][C:4](=[O:26])[CH2:5][C:6]1[CH:7]=[C:8]([C:14]2[CH:19]=[CH:18][C:17]([C:20]([F:23])([F:22])[F:21])=[CH:16][C:15]=2[CH2:24][O:33][C:27]2[CH:32]=[CH:31][CH:30]=[CH:29][CH:28]=2)[C:9]([O:12][CH3:13])=[CH:10][CH:11]=1)[CH3:2], predict the reactants needed to synthesize it. The reactants are: [CH2:1]([O:3][C:4](=[O:26])[CH2:5][C:6]1[CH:7]=[C:8]([C:14]2[CH:19]=[CH:18][C:17]([C:20]([F:23])([F:22])[F:21])=[CH:16][C:15]=2[CH2:24]Br)[C:9]([O:12][CH3:13])=[CH:10][CH:11]=1)[CH3:2].[C:27]1([OH:33])[CH:32]=[CH:31][CH:30]=[CH:29][CH:28]=1.[H-].[Na+]. (7) Given the product [Cl:1][C:2]1[CH:7]=[C:6]([Cl:8])[CH:5]=[CH:4][C:3]=1[C:9]1[CH:14]=[CH:13][C:12]([CH2:15][CH3:16])=[C:11]([CH:17]2[C:18]3([C:19](=[O:27])[C:20]([CH3:26])([CH3:25])[O:21][C:22]3([CH3:24])[CH3:23])[O:28]2)[CH:10]=1, predict the reactants needed to synthesize it. The reactants are: [Cl:1][C:2]1[CH:7]=[C:6]([Cl:8])[CH:5]=[CH:4][C:3]=1[C:9]1[CH:14]=[CH:13][C:12]([CH2:15][CH3:16])=[C:11]([CH:17]=[C:18]2[C:22]([CH3:24])([CH3:23])[O:21][C:20]([CH3:26])([CH3:25])[C:19]2=[O:27])[CH:10]=1.[OH:28]O.[OH-].[Li+]. (8) Given the product [F:5][C:6]1[CH:13]=[CH:12][C:11]([CH3:14])=[CH:10][C:7]=1[CH2:8][Br:2], predict the reactants needed to synthesize it. The reactants are: B(Br)(Br)[Br:2].[F:5][C:6]1[CH:13]=[CH:12][C:11]([CH3:14])=[CH:10][C:7]=1[CH2:8]O.